This data is from Peptide-MHC class I binding affinity with 185,985 pairs from IEDB/IMGT. The task is: Regression. Given a peptide amino acid sequence and an MHC pseudo amino acid sequence, predict their binding affinity value. This is MHC class I binding data. (1) The MHC is HLA-A11:01 with pseudo-sequence HLA-A11:01. The peptide sequence is AVSMANIFR. The binding affinity (normalized) is 0.727. (2) The peptide sequence is SLVTSFLLM. The MHC is HLA-A68:02 with pseudo-sequence HLA-A68:02. The binding affinity (normalized) is 0.